From a dataset of Full USPTO retrosynthesis dataset with 1.9M reactions from patents (1976-2016). Predict the reactants needed to synthesize the given product. (1) Given the product [NH2:9][CH:8]([C:12]1[S:11][CH:15]=[CH:14][CH:13]=1)[C:3]1([N:2]([CH3:10])[CH3:1])[CH2:7][CH2:6][CH2:5][CH2:4]1, predict the reactants needed to synthesize it. The reactants are: [CH3:1][N:2]([CH3:10])[C:3]1([C:8]#[N:9])[CH2:7][CH2:6][CH2:5][CH2:4]1.[S:11]1[CH:15]=[CH:14][CH:13]=[C:12]1[Li].[BH4-].[Na+].C(=O)([O-])O.[Na+]. (2) Given the product [CH3:29][C:30]1[N:31]=[C:32]([NH:36][C:21](=[O:22])[CH2:20][CH2:19][C@:13]2([CH3:18])[C:14]([CH3:17])=[CH:15][C:16]3[N:8]([C:5]4[CH:4]=[CH:3][C:2]([F:1])=[CH:7][CH:6]=4)[N:9]=[CH:10][C:11]=3[CH2:12]2)[S:33][C:34]=1[CH3:35], predict the reactants needed to synthesize it. The reactants are: [F:1][C:2]1[CH:7]=[CH:6][C:5]([N:8]2[C:16]3[CH:15]=[C:14]([CH3:17])[C@:13]([CH2:19][CH2:20][C:21](NC4SC=NN=4)=[O:22])([CH3:18])[CH2:12][C:11]=3[CH:10]=[N:9]2)=[CH:4][CH:3]=1.[CH3:29][C:30]1[N:31]=[C:32]([NH2:36])[S:33][C:34]=1[CH3:35]. (3) Given the product [CH3:18][O:17][C:7]1[N:6]2[C:2]([C:27]3[CH:28]=[C:29]([C:32]([O:34][CH3:35])=[O:33])[S:30][CH:31]=3)=[CH:3][N:4]=[C:5]2[CH:10]=[C:9]([C:11]2[CH:16]=[CH:15][CH:14]=[CH:13][CH:12]=2)[CH:8]=1, predict the reactants needed to synthesize it. The reactants are: I[C:2]1[N:6]2[C:7]([O:17][CH3:18])=[CH:8][C:9]([C:11]3[CH:16]=[CH:15][CH:14]=[CH:13][CH:12]=3)=[CH:10][C:5]2=[N:4][CH:3]=1.CC1(C)C(C)(C)OB([C:27]2[CH:28]=[C:29]([C:32]([O:34][CH3:35])=[O:33])[S:30][CH:31]=2)O1.C(=O)(O)[O-].[Na+].O1CCOCC1. (4) Given the product [N:42]1[CH:43]=[CH:44][CH:45]=[CH:46][C:41]=1[CH2:40][NH:20][CH2:21][C:22]1[CH:23]=[CH:24][C:25]([CH2:28][N:29]([CH2:11][C:8]2[NH:7][C:6]3[CH:5]=[CH:4][CH:3]=[C:2]([OH:1])[C:10]=3[N:9]=2)[CH:30]2[C:39]3[N:38]=[CH:37][CH:36]=[CH:35][C:34]=3[CH2:33][CH2:32][CH2:31]2)=[CH:26][CH:27]=1, predict the reactants needed to synthesize it. The reactants are: [OH:1][C:2]1[C:10]2[NH:9][C:8]([CH2:11]Cl)=[N:7][C:6]=2[CH:5]=[CH:4][CH:3]=1.C(OC([N:20]([CH2:40][C:41]1[CH:46]=[CH:45][CH:44]=[CH:43][N:42]=1)[CH2:21][C:22]1[CH:27]=[CH:26][C:25]([CH2:28][NH:29][CH:30]2[C:39]3[N:38]=[CH:37][CH:36]=[CH:35][C:34]=3[CH2:33][CH2:32][CH2:31]2)=[CH:24][CH:23]=1)=O)(C)(C)C.C(N(C(C)C)CC)(C)C.C(OC(N(CC1C=CC=CN=1)CC1C=CC(CN(CC2NC3C=CC(CC(O)=O)=CC=3N=2)C2C3N=CC=CC=3CCC2)=CC=1)=O)(C)(C)C. (5) Given the product [CH3:1][O:2][C:3]1[CH:4]=[C:5]([C:19]2[CH:20]=[N:21][CH:22]=[CH:23][CH:24]=2)[CH:6]=[CH:7][CH:8]=1, predict the reactants needed to synthesize it. The reactants are: [CH3:1][O:2][C:3]1[CH:4]=[C:5](B(O)O)[CH:6]=[CH:7][CH:8]=1.C(=O)([O-])[O-].[Na+].[Na+].Br[C:19]1[CH:20]=[N:21][CH:22]=[CH:23][CH:24]=1. (6) Given the product [O:1]=[C:2]1[CH:7]([CH2:8][C:9]2[N:10]=[CH:11][N:12]3[C:21]4[C:16](=[CH:17][C:18]([C:37]5[CH:42]=[CH:41][CH:40]=[CH:39][CH:38]=5)=[CH:19][CH:20]=4)[CH2:15][CH2:14][C:13]=23)[CH2:6][CH2:5][CH2:4][N:3]1[C:30]([O:32][C:33]([CH3:36])([CH3:34])[CH3:35])=[O:31], predict the reactants needed to synthesize it. The reactants are: [O:1]=[C:2]1[CH:7]([CH2:8][C:9]2[N:10]=[CH:11][N:12]3[C:21]4[C:16](=[CH:17][C:18](OS(C(F)(F)F)(=O)=O)=[CH:19][CH:20]=4)[CH2:15][CH2:14][C:13]=23)[CH2:6][CH2:5][CH2:4][N:3]1[C:30]([O:32][C:33]([CH3:36])([CH3:35])[CH3:34])=[O:31].[C:37]1(P([C:37]2[CH:42]=[CH:41][CH:40]=[CH:39][CH:38]=2)[C:37]2[CH:42]=[CH:41][CH:40]=[CH:39][CH:38]=2)[CH:42]=[CH:41][CH:40]=[CH:39][CH:38]=1.C1(B(O)O)C=CC=CC=1.C(=O)([O-])[O-].[Na+].[Na+]. (7) Given the product [Br:1][C:2]1[CH:7]=[CH:6][C:5]([C:8](=[O:29])[CH:9]=[C:39]([C:34]2[CH:35]=[C:36]([Cl:38])[CH:37]=[C:32]([Cl:31])[CH:33]=2)[C:40]([F:43])([F:42])[F:41])=[CH:4][C:3]=1[CH3:30], predict the reactants needed to synthesize it. The reactants are: [Br:1][C:2]1[CH:7]=[CH:6][C:5]([C:8](=[O:29])[CH:9]=P(C2C=CC=CC=2)(C2C=CC=CC=2)C2C=CC=CC=2)=[CH:4][C:3]=1[CH3:30].[Cl:31][C:32]1[CH:33]=[C:34]([C:39](=O)[C:40]([F:43])([F:42])[F:41])[CH:35]=[C:36]([Cl:38])[CH:37]=1.